This data is from Reaction yield outcomes from USPTO patents with 853,638 reactions. The task is: Predict the reaction yield, written as a fraction of the theoretical maximum amount of product (1.0 means a 100% yield; for example, 0.34 means a 34% yield). (1) The product is [NH2:23][C:22]([NH:21][CH2:20][C@H:17]1[CH2:16][CH2:15][C@H:14]([NH:13][S:10]([CH:8]([CH3:9])[CH3:7])(=[O:11])=[O:12])[CH2:19][CH2:18]1)=[S:32]. The yield is 0.790. The catalyst is CC(C)=O. The reactants are C([O-])([O-])=O.[K+].[K+].[CH3:7][CH:8]([S:10]([NH:13][C@H:14]1[CH2:19][CH2:18][C@H:17]([CH2:20][NH:21][C:22](=[S:32])[NH:23]C(=O)C2C=CC=CC=2)[CH2:16][CH2:15]1)(=[O:12])=[O:11])[CH3:9].CO.O. (2) The reactants are [N:1]1([C:8](=O)[CH3:9])[CH2:7][CH2:6][CH2:5][CH2:4][CH2:3][CH2:2]1.[Li+].CC([N-]C(C)C)C.[F:19][C:20]1[CH:25]=[CH:24][C:23]([C:26]2[CH:34]=[CH:33][CH:32]=[C:31]3[C:27]=2[CH2:28][CH2:29][C:30]3=O)=[CH:22][CH:21]=1.Cl.[AlH3].N(CC)(C)C. The catalyst is C1COCC1.O.CCOC(C)=O. The product is [F:19][C:20]1[CH:21]=[CH:22][C:23]([C:26]2[CH:34]=[CH:33][CH:32]=[C:31]3[C:27]=2[CH2:28][CH:29]=[C:30]3[CH2:9][CH2:8][N:1]2[CH2:7][CH2:6][CH2:5][CH2:4][CH2:3][CH2:2]2)=[CH:24][CH:25]=1. The yield is 0.210. (3) The reactants are [CH3:1][O:2][C:3]1[CH:8]=[CH:7][CH:6]=[CH:5][C:4]=1[CH:9]([CH2:14][C:15]1[CH:20]=[CH:19][CH:18]=[CH:17][CH:16]=1)[C:10]([O:12]C)=[O:11].[OH-].[Na+].O.Cl. The catalyst is C1COCC1.CO. The product is [CH3:1][O:2][C:3]1[CH:8]=[CH:7][CH:6]=[CH:5][C:4]=1[CH:9]([CH2:14][C:15]1[CH:20]=[CH:19][CH:18]=[CH:17][CH:16]=1)[C:10]([OH:12])=[O:11]. The yield is 0.510. (4) The reactants are C([O:4][CH2:5][CH2:6][CH2:7][CH2:8][CH2:9][O:10][C:11]1[CH:16]=[C:15]([C:17]2[CH:22]=[CH:21][CH:20]=[CH:19][CH:18]=2)[CH:14]=[C:13]([C:23]2[CH:28]=[CH:27][CH:26]=[CH:25][CH:24]=2)[N:12]=1)(=O)C.[OH-].[Na+]. The catalyst is CO. The product is [C:17]1([C:15]2[CH:14]=[C:13]([C:23]3[CH:24]=[CH:25][CH:26]=[CH:27][CH:28]=3)[N:12]=[C:11]([O:10][CH2:9][CH2:8][CH2:7][CH2:6][CH2:5][OH:4])[CH:16]=2)[CH:18]=[CH:19][CH:20]=[CH:21][CH:22]=1. The yield is 0.910.